From a dataset of Full USPTO retrosynthesis dataset with 1.9M reactions from patents (1976-2016). Predict the reactants needed to synthesize the given product. (1) Given the product [CH3:30][C:22]1[N:23]=[C:24]2[CH:29]=[CH:28][CH:27]=[CH:26][N:25]2[C:21]=1[C:6]1[CH:7]=[CH:8][N:9]=[CH:10][CH:11]=1, predict the reactants needed to synthesize it. The reactants are: C([Sn](CCCC)(CCCC)[C:6]1[CH:11]=[CH:10][N:9]=[CH:8][CH:7]=1)CCC.Br[C:21]1[N:25]2[CH2:26][CH2:27][CH2:28][CH2:29][C:24]2=[N:23][C:22]=1[CH3:30].[Cl-].[Li+]. (2) Given the product [OH:12][C:6]1[CH:5]=[C:4]([CH:9]=[C:8]([O:10][CH3:14])[C:7]=1[OH:11])[C:3]([O:2][CH3:1])=[O:13], predict the reactants needed to synthesize it. The reactants are: [CH3:1][O:2][C:3](=[O:13])[C:4]1[CH:9]=[C:8]([OH:10])[C:7]([OH:11])=[C:6]([OH:12])[CH:5]=1.[CH3:14]OS(OC)(=O)=O.[OH-].[Na+].OS(O)(=O)=O. (3) The reactants are: [N:1]1([C:7]2[CH:12]=[CH:11][C:10](B(O)O)=[CH:9][CH:8]=2)[CH2:6][CH2:5][CH2:4][CH2:3][CH2:2]1.[C:16]([O:19][C@@H:20]1[C@@H:33]([O:34][C:35](=[O:37])[CH3:36])[C@H:32]([O:38][C:39](=[O:41])[CH3:40])[CH2:31][S:30][C@H:21]1[O:22][C:23]1[CH:24]=[N:25][C:26](Br)=[CH:27][CH:28]=1)(=[O:18])[CH3:17]. Given the product [C:16]([O:19][C@@H:20]1[C@@H:33]([O:34][C:35](=[O:37])[CH3:36])[C@H:32]([O:38][C:39](=[O:41])[CH3:40])[CH2:31][S:30][C@H:21]1[O:22][C:23]1[CH:24]=[N:25][C:26]([C:10]2[CH:11]=[CH:12][C:7]([N:1]3[CH2:6][CH2:5][CH2:4][CH2:3][CH2:2]3)=[CH:8][CH:9]=2)=[CH:27][CH:28]=1)(=[O:18])[CH3:17], predict the reactants needed to synthesize it. (4) Given the product [C:28]([C:27]1[CH:30]=[CH:31][C:24]([N:23]2[C:18]3([CH2:22][CH2:21][CH2:20][CH2:19]3)[C:16](=[O:34])[N:1]([C:4]3[CH:11]=[CH:10][C:7]([C:8]#[N:9])=[C:6]([C:12]([F:13])([F:15])[F:14])[CH:5]=3)[C:2]2=[S:3])=[CH:25][C:26]=1[F:32])#[N:29], predict the reactants needed to synthesize it. The reactants are: [N:1]([C:4]1[CH:11]=[CH:10][C:7]([C:8]#[N:9])=[C:6]([C:12]([F:15])([F:14])[F:13])[CH:5]=1)=[C:2]=[S:3].[C:16]([C:18]1([NH:23][C:24]2[CH:31]=[CH:30][C:27]([C:28]#[N:29])=[C:26]([F:32])[CH:25]=2)[CH2:22][CH2:21][CH2:20][CH2:19]1)#N.C[OH:34].Cl. (5) Given the product [CH3:15][N:16]1[CH2:21][CH2:20][N:19]([CH:30]2[CH2:31][CH2:32][C:27]3([O:26][CH2:25][CH2:24][O:23]3)[CH2:28][CH2:29]2)[CH2:18][C:17]1=[O:22], predict the reactants needed to synthesize it. The reactants are: C(O[BH-](OC(=O)C)OC(=O)C)(=O)C.[Na+].[CH3:15][N:16]1[CH2:21][CH2:20][NH:19][CH2:18][C:17]1=[O:22].[O:23]1[C:27]2([CH2:32][CH2:31][C:30](=O)[CH2:29][CH2:28]2)[O:26][CH2:25][CH2:24]1.[OH-].[Na+].